From a dataset of Forward reaction prediction with 1.9M reactions from USPTO patents (1976-2016). Predict the product of the given reaction. (1) The product is: [C:1]([C:5]1[C:9]([F:28])=[C:8]([NH:10][C:11]2[C:12]([C:17]([OH:19])=[O:18])=[N:13][CH:14]=[CH:15][CH:16]=2)[N:7]([C:20]2[C:25]([CH3:26])=[CH:24][CH:23]=[CH:22][C:21]=2[CH3:27])[N:6]=1)([CH3:4])([CH3:3])[CH3:2]. Given the reactants [C:1]([C:5]1[CH:9]=[C:8]([NH:10][C:11]2[C:12]([C:17]([OH:19])=[O:18])=[N:13][CH:14]=[CH:15][CH:16]=2)[N:7]([C:20]2[C:25]([CH3:26])=[CH:24][CH:23]=[CH:22][C:21]=2[CH3:27])[N:6]=1)([CH3:4])([CH3:3])[CH3:2].[F:28][B-](F)(F)F.F[B-](F)(F)F.ClC[N+]12CC[N+](F)(CC1)CC2, predict the reaction product. (2) Given the reactants O.OO.N[C:5]([NH2:7])=[O:6].[OH-].[Na+].C([C:12]1[N:13]=[CH:14][C:15]([C:18]2[CH:19]=[C:20]3[C:24](=[CH:25][CH:26]=2)[C@H:23]([N:27]2[CH2:30][C:29]4([CH2:35][CH2:34][N:33]([C:36]([O:38][C:39]([CH3:42])([CH3:41])[CH3:40])=[O:37])[CH2:32][CH2:31]4)[CH2:28]2)[CH2:22][CH2:21]3)=[N:16][CH:17]=1)#N, predict the reaction product. The product is: [C:39]([O:38][C:36]([N:33]1[CH2:34][CH2:35][C:29]2([CH2:28][N:27]([C@H:23]3[C:24]4[C:20](=[CH:19][C:18]([C:15]5[CH:14]=[N:13][C:12]([C:5](=[O:6])[NH2:7])=[CH:17][N:16]=5)=[CH:26][CH:25]=4)[CH2:21][CH2:22]3)[CH2:30]2)[CH2:31][CH2:32]1)=[O:37])([CH3:42])([CH3:40])[CH3:41]. (3) Given the reactants [Cl:1][C:2]1[N:7]=[C:6]([NH:8][C:9]2[CH:14]=[CH:13][C:12]([C:15]3([NH:19][C:20](=[O:26])[O:21][C:22]([CH3:25])([CH3:24])[CH3:23])[CH2:18][CH2:17][CH2:16]3)=[CH:11][CH:10]=2)[C:5]([N+:27]([O-])=O)=[CH:4][CH:3]=1.[CH:30](=O)[C:31]1[CH:36]=[CH:35][CH:34]=[CH:33][CH:32]=1.S(S([O-])=O)([O-])=O.[Na+].[Na+].[OH-].[Na+].CC(OC(OC(OC(C)(C)C)=O)=O)(C)C, predict the reaction product. The product is: [Cl:1][C:2]1[N:7]=[C:6]2[N:8]([C:9]3[CH:14]=[CH:13][C:12]([C:15]4([NH:19][C:20](=[O:26])[O:21][C:22]([CH3:25])([CH3:24])[CH3:23])[CH2:18][CH2:17][CH2:16]4)=[CH:11][CH:10]=3)[C:30]([C:31]3[CH:36]=[CH:35][CH:34]=[CH:33][CH:32]=3)=[N:27][C:5]2=[CH:4][CH:3]=1. (4) Given the reactants Cl[C:2]1N=C(C2SC(N3CCCC3)=NC=2C2C=C(NS(C3C(F)=CC=CC=3F)(=O)=O)C=CC=2)C=CN=1.[Cl:36][C:37]1[N:42]=[C:41]([CH2:43][C:44]([C:46]2[CH:47]=[C:48]([NH:53][C:54](=[O:59])[O:55][CH2:56][CH:57]=[CH2:58])[CH:49]=[CH:50][C:51]=2[F:52])=O)[CH:40]=[CH:39][N:38]=1.C1C(=O)N(Br)C(=O)C1.[CH3:68][CH:69]([CH3:73])[C:70](=[S:72])[NH2:71], predict the reaction product. The product is: [Cl:36][C:37]1[N:42]=[C:41]([C:43]2[S:72][C:70]([C:69]([CH3:2])([CH3:73])[CH3:68])=[N:71][C:44]=2[C:46]2[CH:47]=[C:48]([NH:53][C:54](=[O:59])[O:55][CH2:56][CH:57]=[CH2:58])[CH:49]=[CH:50][C:51]=2[F:52])[CH:40]=[CH:39][N:38]=1. (5) Given the reactants [F-].C([N+](CCCC)(CCCC)CCCC)CCC.O1CCCC1.O1CCCC1.[CH2:29]([O:36][C:37]1[CH:61]=[CH:60][C:59]([CH:62]2[CH2:67][CH2:66][N:65]([CH2:68][CH2:69][O:70][Si](C(C)(C)C)(C)C)[CH2:64][CH2:63]2)=[CH:58][C:38]=1[C:39]([NH:41][C:42]1[CH:51]=[C:50]([C:52]2[CH:57]=[CH:56][CH:55]=[CH:54][CH:53]=2)[CH:49]=[CH:48][C:43]=1[C:44]([O:46][CH3:47])=[O:45])=[O:40])[C:30]1[CH:35]=[CH:34][CH:33]=[CH:32][CH:31]=1.O, predict the reaction product. The product is: [CH2:29]([O:36][C:37]1[CH:61]=[CH:60][C:59]([CH:62]2[CH2:63][CH2:64][N:65]([CH2:68][CH2:69][OH:70])[CH2:66][CH2:67]2)=[CH:58][C:38]=1[C:39]([NH:41][C:42]1[CH:51]=[C:50]([C:52]2[CH:57]=[CH:56][CH:55]=[CH:54][CH:53]=2)[CH:49]=[CH:48][C:43]=1[C:44]([O:46][CH3:47])=[O:45])=[O:40])[C:30]1[CH:31]=[CH:32][CH:33]=[CH:34][CH:35]=1. (6) Given the reactants [Cl:1][C:2]1[CH:3]=[N:4][CH:5]=[C:6]([Cl:20])[C:7]=1[O:8][C:9]1[S:13][C:12]([C:14]([OH:16])=O)=[CH:11][C:10]=1[N+:17]([O-:19])=[O:18].[CH:21]([N:24]1[CH2:29][CH2:28][CH:27]([NH2:30])[CH2:26][CH2:25]1)([CH3:23])[CH3:22], predict the reaction product. The product is: [Cl:20][C:6]1[CH:5]=[N:4][CH:3]=[C:2]([Cl:1])[C:7]=1[O:8][C:9]1[S:13][C:12]([C:14]([NH:30][CH:27]2[CH2:28][CH2:29][N:24]([CH:21]([CH3:23])[CH3:22])[CH2:25][CH2:26]2)=[O:16])=[CH:11][C:10]=1[N+:17]([O-:19])=[O:18].